From a dataset of Full USPTO retrosynthesis dataset with 1.9M reactions from patents (1976-2016). Predict the reactants needed to synthesize the given product. Given the product [CH3:16][Si:17]([CH3:19])([CH3:18])[C:20]#[C:21][C:2]1[S:6][CH:5]=[N:4][C:3]=1[CH2:7][OH:8], predict the reactants needed to synthesize it. The reactants are: Br[C:2]1[S:6][CH:5]=[N:4][C:3]=1[CH2:7][OH:8].C(N(CC)CC)C.[CH3:16][Si:17]([C:20]#[CH:21])([CH3:19])[CH3:18].CN(C=O)C.